Predict the reactants needed to synthesize the given product. From a dataset of Full USPTO retrosynthesis dataset with 1.9M reactions from patents (1976-2016). Given the product [F:41][C:17]1([F:16])[CH2:21][CH2:20][CH:19]([N:22]2[C:26]([CH:27]3[CH2:28][CH2:29][NH:30][CH2:31][CH2:32]3)=[CH:25][C:24]([I:40])=[N:23]2)[CH2:18]1, predict the reactants needed to synthesize it. The reactants are: IC1C=C(C2CCNCC2)N(C(C)C)N=1.[F:16][C:17]1([F:41])[CH2:21][CH2:20][CH:19]([N:22]2[C:26]([CH:27]3[CH2:32][CH2:31][N:30](C(OC(C)(C)C)=O)[CH2:29][CH2:28]3)=[CH:25][C:24]([I:40])=[N:23]2)[CH2:18]1.